This data is from Full USPTO retrosynthesis dataset with 1.9M reactions from patents (1976-2016). The task is: Predict the reactants needed to synthesize the given product. (1) Given the product [Cl:14][CH2:13][C@H:12]([C:7]1[CH:6]=[C:5]2[C:10](=[C:9]([Cl:11])[CH:8]=1)[N:2]([CH3:1])[CH:3]=[CH:4]2)[OH:15], predict the reactants needed to synthesize it. The reactants are: [CH3:1][N:2]1[C:10]2[C:5](=[CH:6][C:7]([C@H:12]([OH:15])[CH2:13][Cl:14])=[CH:8][C:9]=2[Cl:11])[CH2:4][CH2:3]1.C1(Cl)C(Cl)=C(Cl)C(=O)C(=O)C=1Cl. (2) The reactants are: [C:1]([O:5][C:6]([N:8]1[CH2:12][C@@H:11]([C:13]2[CH:18]=[CH:17][C:16]([F:19])=[CH:15][N:14]=2)[C@H:10](C(O)=O)[CH2:9]1)=[O:7])([CH3:4])([CH3:3])[CH3:2].C1C=CC(P([N:37]=[N+]=[N-])(C2C=CC=CC=2)=O)=CC=1.C(N(CC)CC)C.[OH-].[Na+]. Given the product [NH2:37][C@H:10]1[C@H:11]([C:13]2[CH:18]=[CH:17][C:16]([F:19])=[CH:15][N:14]=2)[CH2:12][N:8]([C:6]([O:5][C:1]([CH3:4])([CH3:3])[CH3:2])=[O:7])[CH2:9]1, predict the reactants needed to synthesize it. (3) The reactants are: [O:1]=[C:2]1[NH:7][C:6]([C:8]([O:10][CH3:11])=[O:9])=[CH:5][CH:4]=[CH:3]1.[H-].[Na+].FS([C:18](C(O)=O)([F:20])[F:19])(=O)=O.O. Given the product [F:19][CH:18]([F:20])[O:1][C:2]1[N:7]=[C:6]([C:8]([O:10][CH3:11])=[O:9])[CH:5]=[CH:4][CH:3]=1, predict the reactants needed to synthesize it.